From a dataset of Reaction yield outcomes from USPTO patents with 853,638 reactions. Predict the reaction yield, written as a fraction of the theoretical maximum amount of product (1.0 means a 100% yield; for example, 0.34 means a 34% yield). (1) The reactants are [F:1][C:2]1[CH:7]=[C:6]([F:8])[C:5]([CH3:9])=[CH:4][C:3]=1[OH:10].N1C=CN=C1.[CH3:16][CH:17]([Si:19](Cl)([CH:23]([CH3:25])[CH3:24])[CH:20]([CH3:22])[CH3:21])[CH3:18].O. The catalyst is CN(C=O)C. The product is [F:1][C:2]1[CH:7]=[C:6]([F:8])[C:5]([CH3:9])=[CH:4][C:3]=1[O:10][Si:19]([CH:23]([CH3:25])[CH3:24])([CH:20]([CH3:22])[CH3:21])[CH:17]([CH3:18])[CH3:16]. The yield is 0.800. (2) The reactants are [F:1][C:2]([F:7])([F:6])[C:3]([OH:5])=[O:4].[CH3:8][O:9][C:10]1[CH:11]=[C:12]2[C:16](=[CH:17][CH:18]=1)[NH:15][C:14](=[O:19])[C@:13]12[CH2:21][C@H:20]1[C:22]1[CH:30]=[C:29]2[C:25]([C:26]([C:31]3[CH:36]=[CH:35][C:34]([N:37]4[CH2:42][CH2:41][NH:40][CH2:39][CH2:38]4)=[CH:33][CH:32]=3)=[N:27][NH:28]2)=[CH:24][CH:23]=1.[CH:43](=O)[CH3:44]. No catalyst specified. The product is [F:1][C:2]([F:7])([F:6])[C:3]([OH:5])=[O:4].[CH2:43]([N:40]1[CH2:41][CH2:42][N:37]([C:34]2[CH:33]=[CH:32][C:31]([C:26]3[C:25]4[C:29](=[CH:30][C:22]([C@H:20]5[C@@:13]6([C:12]7[C:16](=[CH:17][CH:18]=[C:10]([O:9][CH3:8])[CH:11]=7)[NH:15][C:14]6=[O:19])[CH2:21]5)=[CH:23][CH:24]=4)[NH:28][N:27]=3)=[CH:36][CH:35]=2)[CH2:38][CH2:39]1)[CH3:44]. The yield is 0.0700. (3) The reactants are [F:1][C:2]1[CH:3]=[C:4]([CH:7]=[C:8]([F:10])[CH:9]=1)[CH2:5][NH2:6].[Br:11][C:12]1[S:16][C:15]([C:17](Cl)=[O:18])=[CH:14][CH:13]=1. The catalyst is ClCCl. The product is [F:1][C:2]1[CH:3]=[C:4]([CH:7]=[C:8]([F:10])[CH:9]=1)[CH2:5][NH:6][C:17]([C:15]1[S:16][C:12]([Br:11])=[CH:13][CH:14]=1)=[O:18]. The yield is 0.900. (4) The reactants are C(NC1C=CC(C2C=C3C(CN([C@@H](C(C)C)C(O)=O)C3=O)=CC=2)=CC=1)(=O)C1C=CC=CC=1.[O:33]=[C:34]1[C:42]2[C:37](=[CH:38][CH:39]=[C:40]([C:43]3[CH:48]=[CH:47][C:46]([NH:49][C:50](=[O:62])[C:51]4[CH:56]=[CH:55][C:54]([O:57][C:58]([F:61])([F:60])[F:59])=[CH:53][CH:52]=4)=[CH:45][CH:44]=3)[CH:41]=2)[CH2:36][N:35]1[C:63]1([C:68]([O:70]C)=[O:69])[CH2:67][CH2:66][CH2:65][CH2:64]1. No catalyst specified. The product is [O:33]=[C:34]1[C:42]2[C:37](=[CH:38][CH:39]=[C:40]([C:43]3[CH:48]=[CH:47][C:46]([NH:49][C:50](=[O:62])[C:51]4[CH:52]=[CH:53][C:54]([O:57][C:58]([F:60])([F:59])[F:61])=[CH:55][CH:56]=4)=[CH:45][CH:44]=3)[CH:41]=2)[CH2:36][N:35]1[C:63]1([C:68]([OH:70])=[O:69])[CH2:67][CH2:66][CH2:65][CH2:64]1. The yield is 0.700. (5) The reactants are [CH2:1]([C:3]1[CH:11]=[C:10]([CH2:12][CH3:13])[C:9]([C:14]([O:16][CH3:17])=[O:15])=[CH:8][C:4]=1[C:5]([OH:7])=O)[CH3:2].Cl.[NH:19]1[CH2:24][CH2:23][CH:22]([C:25]2[CH:32]=[CH:31][C:28]([C:29]#[N:30])=[CH:27][CH:26]=2)[CH2:21][CH2:20]1.CCN=C=NCCCN(C)C.Cl. The catalyst is CN(C)C1C=CN=CC=1.CN(C)C=O.C(OCC)(=O)C. The product is [C:29]([C:28]1[CH:27]=[CH:26][C:25]([CH:22]2[CH2:23][CH2:24][N:19]([C:5]([C:4]3[C:3]([CH2:1][CH3:2])=[CH:11][C:10]([CH2:12][CH3:13])=[C:9]([CH:8]=3)[C:14]([O:16][CH3:17])=[O:15])=[O:7])[CH2:20][CH2:21]2)=[CH:32][CH:31]=1)#[N:30]. The yield is 0.600. (6) The reactants are [H-].[Al+3].[Li+].[H-].[H-].[H-].[F:7][C:8]1[C:16]2[C:12](=[CH:13][N:14]([CH3:17])[N:15]=2)[C:11]([CH:18]2[CH2:20][CH:19]2[C:21](OCC)=[O:22])=[CH:10][CH:9]=1.O.O.O.O.O.O.O.O.O.O.S([O-])([O-])(=O)=O.[Na+].[Na+]. The catalyst is O1CCCC1. The product is [F:7][C:8]1[C:16]2[C:12](=[CH:13][N:14]([CH3:17])[N:15]=2)[C:11]([CH:18]2[CH2:20][CH:19]2[CH2:21][OH:22])=[CH:10][CH:9]=1. The yield is 0.950. (7) The reactants are [Br:1][C:2]1[CH:10]=[C:9]2[C:5]([CH2:6][CH2:7][C:8]2=O)=[CH:4][CH:3]=1.Cl.[NH:13]([C:15]1[CH:23]=[CH:22][CH:21]=[CH:20][C:16]=1[C:17]([OH:19])=[O:18])N. The catalyst is C(O)C.O. The product is [Br:1][C:2]1[CH:10]=[C:9]2[C:5]([CH2:6][C:7]3[C:23]4[C:15](=[C:16]([C:17]([OH:19])=[O:18])[CH:20]=[CH:21][CH:22]=4)[NH:13][C:8]=32)=[CH:4][CH:3]=1. The yield is 0.860. (8) The reactants are [F:1][C:2]1[CH:7]=[CH:6][C:5]([C:8]2[C:12](/[CH:13]=[CH:14]/[C:15]3[CH:16]=[C:17]([C:21](O)=[O:22])[N:18]([CH3:20])[N:19]=3)=[C:11]([CH3:24])[O:10][N:9]=2)=[CH:4][CH:3]=1.[NH:25]1[CH2:30][CH2:29][O:28][CH2:27][CH2:26]1. No catalyst specified. The product is [F:1][C:2]1[CH:3]=[CH:4][C:5]([C:8]2[C:12](/[CH:13]=[CH:14]/[C:15]3[CH:16]=[C:17]([C:21]([N:25]4[CH2:30][CH2:29][O:28][CH2:27][CH2:26]4)=[O:22])[N:18]([CH3:20])[N:19]=3)=[C:11]([CH3:24])[O:10][N:9]=2)=[CH:6][CH:7]=1. The yield is 0.250. (9) The reactants are [N:1]1([C:6]2[CH:11]=[CH:10][C:9](/[CH:12]=[CH:13]/[C:14]([C:16]3[CH:21]=[C:20]([Cl:22])[CH:19]=[C:18]([Cl:23])[CH:17]=3)=[O:15])=[CH:8][CH:7]=2)[CH:5]=[N:4][CH:3]=[N:2]1.[F:24][C:25]([Si](C)(C)C)([F:27])[F:26].[F-].C([N+](CCCC)(CCCC)CCCC)CCC.Cl. The catalyst is C1COCC1. The product is [N:1]1([C:6]2[CH:11]=[CH:10][C:9](/[CH:12]=[CH:13]/[C:14]([C:16]3[CH:17]=[C:18]([Cl:23])[CH:19]=[C:20]([Cl:22])[CH:21]=3)([OH:15])[C:25]([F:27])([F:26])[F:24])=[CH:8][CH:7]=2)[CH:5]=[N:4][CH:3]=[N:2]1. The yield is 0.250. (10) The yield is 0.830. The product is [C:1]([O:5][C:6](=[O:16])[CH:7]([P:8]([O:10][CH2:11][CH3:12])([O:13][CH2:14][CH3:15])=[O:9])[CH2:19][CH3:20])([CH3:3])([CH3:2])[CH3:4]. The catalyst is CN(C)C=O.C(OCC)(=O)C. The reactants are [C:1]([O:5][C:6](=[O:16])[CH2:7][P:8]([O:13][CH2:14][CH3:15])([O:10][CH2:11][CH3:12])=[O:9])([CH3:4])([CH3:3])[CH3:2].[H-].[Na+].[CH2:19](I)[CH3:20].